This data is from Full USPTO retrosynthesis dataset with 1.9M reactions from patents (1976-2016). The task is: Predict the reactants needed to synthesize the given product. Given the product [CH3:43][N:44]1[CH2:49][CH2:48][CH:47]([CH2:46][C:50]2[NH:58][C:53]3=[N:54][CH:55]=[CH:56][CH:57]=[C:52]3[CH:51]=2)[CH2:45]1, predict the reactants needed to synthesize it. The reactants are: N1CCC(CC2NC3=NC=CC=C3C=2)C1.C(OC(N1CCCC(C2C3C(=NC=CC=3)NC=2)C1)=O)(C)(C)C.CCOCC.[CH3:43][N:44]1[CH2:49][CH2:48][CH2:47][CH:46]([C:50]2[NH:58][C:53]3=[N:54][CH:55]=[CH:56][CH:57]=[C:52]3[CH:51]=2)[CH2:45]1.